Dataset: Forward reaction prediction with 1.9M reactions from USPTO patents (1976-2016). Task: Predict the product of the given reaction. (1) Given the reactants Cl[C:2]1[C:3]2[C:10](=[CH:11][C:12]3[NH:13][CH:14]=[N:15][C:16]=3[CH3:17])[C:9](=[O:18])[NH:8][C:4]=2[N:5]=[CH:6][N:7]=1.[Cl:19][C:20]1[CH:21]=[C:22]([NH2:27])[CH:23]=[CH:24][C:25]=1[F:26], predict the reaction product. The product is: [Cl:19][C:20]1[CH:21]=[C:22]([NH:27][C:2]2[C:3]3[C:10](=[CH:11][C:12]4[NH:13][CH:14]=[N:15][C:16]=4[CH3:17])[C:9](=[O:18])[NH:8][C:4]=3[N:5]=[CH:6][N:7]=2)[CH:23]=[CH:24][C:25]=1[F:26]. (2) Given the reactants [N:1]12[CH2:8][CH2:7][C:4]([CH2:9][NH:10][C:11]([C:13]3[C:21]4[C:16](=[CH:17][CH:18]=[CH:19][CH:20]=4)NC=3)=[O:12])([CH2:5][CH2:6]1)[CH2:3][CH2:2]2.[S:22]1C2C=CC=CC=2C(C(Cl)=O)=[N:23]1, predict the reaction product. The product is: [N:1]12[CH2:8][CH2:7][C:4]([CH2:9][NH:10][C:11]([C:13]3[C:21]4[CH:20]=[CH:19][CH:18]=[CH:17][C:16]=4[S:22][N:23]=3)=[O:12])([CH2:5][CH2:6]1)[CH2:3][CH2:2]2. (3) The product is: [CH2:1]([O:8][C:9](=[O:10])[NH:11][CH2:12][CH2:13][C:14]([NH:29][CH2:28][C@@H:27]([NH:30][C:31]([O:33][C:34]([CH3:37])([CH3:36])[CH3:35])=[O:32])[CH2:26][CH2:25][CH2:24][NH:23][C:22]([O:21][C:17]([CH3:19])([CH3:20])[CH3:18])=[O:38])=[O:16])[C:2]1[CH:3]=[CH:4][CH:5]=[CH:6][CH:7]=1. Given the reactants [CH2:1]([O:8][C:9]([NH:11][CH2:12][CH2:13][C:14]([OH:16])=O)=[O:10])[C:2]1[CH:7]=[CH:6][CH:5]=[CH:4][CH:3]=1.[C:17]([O:21][C:22](=[O:38])[NH:23][CH2:24][CH2:25][CH2:26][C@H:27]([NH:30][C:31]([O:33][C:34]([CH3:37])([CH3:36])[CH3:35])=[O:32])[CH2:28][NH2:29])([CH3:20])([CH3:19])[CH3:18].C(Cl)CCl.C1C=CC2N(O)N=NC=2C=1, predict the reaction product. (4) Given the reactants [CH3:1][C:2]([S@:5]([NH2:7])=[O:6])([CH3:4])[CH3:3].[Cl:8][C:9]1[CH:14]=[CH:13][N:12]=[C:11]([CH:15]=O)[C:10]=1[F:17].C([O-])([O-])=O.[Cs+].[Cs+], predict the reaction product. The product is: [Cl:8][C:9]1[CH:14]=[CH:13][N:12]=[C:11](/[CH:15]=[N:7]/[S@:5]([C:2]([CH3:4])([CH3:3])[CH3:1])=[O:6])[C:10]=1[F:17]. (5) Given the reactants [S:1]1[CH2:6][CH2:5][N:4]([C:7]2[N:12]=[CH:11][C:10]([CH2:13][C:14]([OH:16])=O)=[CH:9][CH:8]=2)[CH2:3][CH2:2]1.[F:17][C:18]1[CH:19]=[C:20]([C:24]2[N:29]=[CH:28][C:27]([NH2:30])=[CH:26][CH:25]=2)[CH:21]=[CH:22][CH:23]=1.CN(C(ON1N=NC2C=CC=NC1=2)=[N+](C)C)C.F[P-](F)(F)(F)(F)F.CCN(C(C)C)C(C)C, predict the reaction product. The product is: [F:17][C:18]1[CH:19]=[C:20]([C:24]2[N:29]=[CH:28][C:27]([NH:30][C:14](=[O:16])[CH2:13][C:10]3[CH:11]=[N:12][C:7]([N:4]4[CH2:3][CH2:2][S:1][CH2:6][CH2:5]4)=[CH:8][CH:9]=3)=[CH:26][CH:25]=2)[CH:21]=[CH:22][CH:23]=1.